The task is: Predict the reactants needed to synthesize the given product.. This data is from Full USPTO retrosynthesis dataset with 1.9M reactions from patents (1976-2016). (1) Given the product [CH3:24][C:23]1[C:13]2[CH:14]([C:17]3[CH:22]=[CH:21][CH:20]=[CH:19][CH:18]=3)[CH2:15][O:16][C:12]=2[C:11]([CH3:25])=[C:10]([CH3:26])[C:9]=1[NH2:8], predict the reactants needed to synthesize it. The reactants are: C([NH:8][C:9]1[C:10]([CH3:26])=[C:11]([CH3:25])[C:12]2[O:16][CH2:15][CH:14]([C:17]3[CH:22]=[CH:21][CH:20]=[CH:19][CH:18]=3)[C:13]=2[C:23]=1[CH3:24])C1C=CC=CC=1. (2) The reactants are: [OH:1][C:2]1[CH:3]=[C:4]([CH2:8][N:9]2[CH2:14][CH2:13][N:12]([C:15]3[C:20]([C:21]([O:23][CH:24]([CH3:26])[CH3:25])=[O:22])=[CH:19][CH:18]=[CH:17][N:16]=3)[CH2:11][CH2:10]2)[CH:5]=[CH:6][CH:7]=1.[CH3:27][O:28][C:29]1[CH:34]=[CH:33][CH:32]=[CH:31][C:30]=1[CH2:35]O.C1(P(C2C=CC=CC=2)C2C=CC=CC=2)C=CC=CC=1.[Cl:56]CCl. Given the product [ClH:56].[CH3:25][CH:24]([O:23][C:21]([C:20]1[C:15]([N:12]2[CH2:13][CH2:14][N:9]([CH2:8][C:4]3[CH:5]=[CH:6][CH:7]=[C:2]([O:1][CH2:35][C:30]4[CH:31]=[CH:32][CH:33]=[CH:34][C:29]=4[O:28][CH3:27])[CH:3]=3)[CH2:10][CH2:11]2)=[N:16][CH:17]=[CH:18][CH:19]=1)=[O:22])[CH3:26], predict the reactants needed to synthesize it. (3) The reactants are: [CH:1]([Si:4]1([CH:34]([CH3:36])[CH3:35])[O:14][C@@H:13]2[C@H:9]([N:10]([C:21]([O:23][C:24]([CH3:27])([CH3:26])[CH3:25])=[O:22])[C@H:11]([CH2:16][C:17]([NH:19][CH3:20])=[O:18])[C:12]2=[O:15])[CH2:8][O:7][Si:6]([CH:31]([CH3:33])[CH3:32])([CH:28]([CH3:30])[CH3:29])[O:5]1)([CH3:3])[CH3:2].[BH4-].[Na+]. Given the product [OH:15][C@H:12]1[C@@H:11]([CH2:16][C:17]([NH:19][CH3:20])=[O:18])[N:10]([C:21]([O:23][C:24]([CH3:25])([CH3:26])[CH3:27])=[O:22])[C@@H:9]2[CH2:8][O:7][Si:6]([CH:31]([CH3:33])[CH3:32])([CH:28]([CH3:30])[CH3:29])[O:5][Si:4]([CH:34]([CH3:36])[CH3:35])([CH:1]([CH3:2])[CH3:3])[O:14][C@@H:13]12, predict the reactants needed to synthesize it.